The task is: Regression. Given a target protein amino acid sequence and a drug SMILES string, predict the binding affinity score between them. We predict pKi (pKi = -log10(Ki in M); higher means stronger inhibition). Dataset: bindingdb_ki.. This data is from Drug-target binding data from BindingDB using Ki measurements. (1) The small molecule is O[C@@H](c1ccccc1)[C@H](NC[C@H]1NC[C@H](O)[C@@H]1O)c1ccccc1. The target protein (Q16706) has sequence MKLSRQFTVFGSAIFCVVIFSLYLMLDRGHLDYPRNPRREGSFPQGQLSMLQEKIDHLERLLAENNEIISNIRDSVINLSESVEDGPKSSQSNFSQGAGSHLLPSQLSLSVDTADCLFASQSGSHNSDVQMLDVYSLISFDNPDGGVWKQGFDITYESNEWDTEPLQVFVVPHSHNDPGWLKTFNDYFRDKTQYIFNNMVLKLKEDSRRKFIWSEISYLSKWWDIIDIQKKDAVKSLIENGQLEIVTGGWVMPDEATPHYFALIDQLIEGHQWLENNIGVKPRSGWAIDPFGHSPTMAYLLNRAGLSHMLIQRVHYAVKKHFALHKTLEFFWRQNWDLGSVTDILCHMMPFYSYDIPHTCGPDPKICCQFDFKRLPGGRFGCPWGVPPETIHPGNVQSRARMLLDQYRKKSKLFRTKVLLAPLGDDFRYCEYTEWDLQFKNYQQLFDYMNSQSKFKVKIQFGTLSDFFDALDKADETQRDKGQSMFPVLSGDFFTYADRD.... The pKi is 5.1. (2) The small molecule is COC(=O)[C@@]1(C)CC[C@]2(C)CC[C@]3(C)C(=CC(=O)[C@@H]4[C@@]5(C)CC[C@H](OS(N)(=O)=O)C(C)(C)[C@@H]5CC[C@]43C)[C@@H]2C1. The target protein sequence is MSHHWGYGKHNGPEHWHKDFPIANGERQSPVDIDTKAVVQDPALKPLALVYGEATSRRMVNNGHSFNVEYDDSQDKAVLKDGPLTGTYRLVQFHFHWGSSDDQGSEHTVDRKKYAAELHLVHWNTKYGDFGTAAQQPDGLAVVGVFLKVGDANPALQKVLDALDSIKTKGKSTDFPNFDPGSLLPNVLDYWTYPGSLTTPPLLESVTWIVLKEPISVSSQQMLKFRTLNFNAEGEPELLMLANWRPAQPLKNRQVRGFPK. The pKi is 5.8. (3) The drug is COC(=O)[C@H]1[C@@H](OC(=O)c2ccccc2)C[C@@H]2CC[C@H]1N2C. The target is MLLARMKPQVQPELGGADQ. The pKi is 6.1. (4) The compound is CC1(C)SSC(C)(C)[C@@H](NC(=O)[C@@H](N)Cc2ccc(O)cc2)C(=O)NCC(=O)N[C@@H](Cc2ccc(Cl)cc2)C(=O)N[C@H]1C(=O)O. The target protein (P47748) has sequence MESLFPAPFWEVLYGSHLQGNLSLLSPNHSGLPPHLLLNASHSAFLPLGLKVTIVGLYLAVCIGGLLGNCLVMYVILRHTKMKTATNIYIFNLALADTLVLLTLPFQATDILLGFWPFGNTLCKTVIAIDYYNMFTSTFTLTAMSVDRYVAICHPIRALDVRTSSKAQAVNVAIWALALVVGVPVAIMGSAQVEDEEIECLVEIPDPQDYWGPVFAVSIFLFSFIIPVLIISVCYSLMIRRLHGVRLLSGSREKDRNLRRITRLVLVVVAVFVGCWTPVQVFVLVQGLGVQPGSETTVAILRFCTALGYVNSCLNPILYAFLDENFKACFRKFCCASALHREMQVSDRVRSIAKDVALGCKTTETVPRPA. The pKi is 6.0. (5) The compound is OC[C@H]1NC[C@H](O)[C@@H](O)[C@H]1O. The target protein sequence is LRNATQRMFEIDYSRDSFLKDGQPFRYISGSIHYSRVPRFYWKDRLLKMKMAGLNAIQTYVPWNFHEPWPGQYQFSEDHDVEYFLRLAHELGLLVILRPGPYICAEWEMGGLPAWLLEKESILLRSSDPDYLAAVDKWLGVLLPKMKPLLYQNGGPVITVQVENEYGSYFACDFDYLRFLQKRFRHHLGDDVVLFTTDGAHKTFLKCGALQGLYTTVDFGTGSNITDAFLSQRKCEPKGPLINSEFYTGWLDHWGQPHSTIKTEAVASSLYDILARGASVNLYMFIGGTNFAYWNGANSPYAAQPTSYDYDAPLSEAGDLTEKYFALRNIIQKFEKVPEGPIPPSTPKFAYGKVTLEKLKTVGAALDILCPSGPIKSLYPLTFIQVKQHYGFVLYRTTLPQDCSNPAPLSSPLNGVHDRAYVAVDGIPQGVLERNNVITLNITGKAGATLDLLVENMGRVNYGAYINDFKGLVSNLTLSSNILTDWTIFPLDTEDAVRSH.... The pKi is 4.2. (6) The compound is Nc1ncnc2c1ncn2C1OC(COP(=O)([O-])[O-])C(O)C1O. The target protein (O35820) has sequence MAASGEQAPCSVYFCGSIRGGREDQALYARIVSRLRRYGKVLTEHVADAELEPLGEEAAGGDQFIHEQDLNWLQQADVVVAEVTQPSLGVGYELGRAVALGKPILCLFRPQSGRVLSAMIRGAADGSRFQVWDYAEGEVETMLDRYFEAYLPQKTASSSHPSA. The pKi is 4.4.